This data is from Catalyst prediction with 721,799 reactions and 888 catalyst types from USPTO. The task is: Predict which catalyst facilitates the given reaction. (1) Product: [CH2:1]([O:3][C:4]([N:6]1[C:15]2[C:10](=[N:11][C:12]([O:16][CH3:17])=[CH:13][CH:14]=2)[C@@H:9]([NH2:18])[CH2:8][C@H:7]1[CH2:30][CH3:31])=[O:5])[CH3:2]. The catalyst class is: 29. Reactant: [CH2:1]([O:3][C:4]([N:6]1[C:15]2[C:10](=[N:11][C:12]([O:16][CH3:17])=[CH:13][CH:14]=2)[C@@H:9]([NH:18]C(O[C@H](C2C=CC=CC=2)C)=O)[CH2:8][C@H:7]1[CH2:30][CH3:31])=[O:5])[CH3:2]. (2) The catalyst class is: 2. Reactant: [O:1]1[C:6]2[CH:7]=[CH:8][C:9]([CH:11]([N:15]3[CH2:20][CH2:19][N:18]([CH3:21])[CH2:17][CH2:16]3)[C:12]([OH:14])=O)=[CH:10][C:5]=2[O:4][CH2:3][CH2:2]1.CCN(C(C)C)C(C)C.CN(C(ON1N=NC2C=CC=CC1=2)=[N+](C)C)C.[B-](F)(F)(F)F.[F:53][C:54]([F:68])([F:67])[C:55]1[CH:56]=[C:57]([NH:65][NH2:66])[CH:58]=[C:59]([C:61]([F:64])([F:63])[F:62])[CH:60]=1. Product: [F:53][C:54]([F:67])([F:68])[C:55]1[CH:56]=[C:57]([NH:65][NH:66][C:12](=[O:14])[CH:11]([C:9]2[CH:8]=[CH:7][C:6]3[O:1][CH2:2][CH2:3][O:4][C:5]=3[CH:10]=2)[N:15]2[CH2:20][CH2:19][N:18]([CH3:21])[CH2:17][CH2:16]2)[CH:58]=[C:59]([C:61]([F:64])([F:62])[F:63])[CH:60]=1. (3) Product: [CH3:13][CH2:14][O:15][C:16]([C:18]1[N:19]([C:28]([O:30][C:31]([CH3:32])([CH3:34])[CH3:33])=[O:29])[C:20]2[C:25]([CH:26]=1)=[C:24]([O:11][CH2:10][C:7]1[C:6]3[CH:12]=[C:2]([Cl:1])[CH:3]=[CH:4][C:5]=3[O:9][CH:8]=1)[CH:23]=[CH:22][CH:21]=2)=[O:17]. Reactant: [Cl:1][C:2]1[CH:3]=[CH:4][C:5]2[O:9][CH:8]=[C:7]([CH2:10][OH:11])[C:6]=2[CH:12]=1.[CH3:13][CH2:14][O:15][C:16]([C:18]1[N:19]([C:28]([O:30][C:31]([CH3:34])([CH3:33])[CH3:32])=[O:29])[C:20]2[C:25]([CH:26]=1)=[C:24](O)[CH:23]=[CH:22][CH:21]=2)=[O:17].C1(P(C2C=CC=CC=2)C2C=CC=CC=2)C=CC=CC=1.C(N(C(C)C)C(C)C)C. The catalyst class is: 1.